This data is from Forward reaction prediction with 1.9M reactions from USPTO patents (1976-2016). The task is: Predict the product of the given reaction. (1) The product is: [Br-:27].[N:1]1([C:8]([C:21]2[CH:22]=[CH:23][CH:24]=[CH:25][CH:26]=2)([CH3:20])[C:9]([O:11][C@@H:12]2[CH:17]3[CH2:18][CH2:19][N+:14]([CH2:28][C:29]([NH:31][C:32]4[CH:36]=[CH:35][O:34][N:33]=4)=[O:30])([CH2:15][CH2:16]3)[CH2:13]2)=[O:10])[CH2:2][CH2:3][CH2:4][CH2:5][CH2:6][CH2:7]1. Given the reactants [N:1]1([C:8]([C:21]2[CH:26]=[CH:25][CH:24]=[CH:23][CH:22]=2)([CH3:20])[C:9]([O:11][C@@H:12]2[CH:17]3[CH2:18][CH2:19][N:14]([CH2:15][CH2:16]3)[CH2:13]2)=[O:10])[CH2:7][CH2:6][CH2:5][CH2:4][CH2:3][CH2:2]1.[Br:27][CH2:28][C:29]([NH:31][C:32]1[CH:36]=[CH:35][O:34][N:33]=1)=[O:30].C(OCC)C, predict the reaction product. (2) Given the reactants CC1(C)C(C)(C)OB([C:9]2[C:17]3[C:12](=[N:13][CH:14]=[CH:15][CH:16]=3)[N:11](S(C3C=CC(C)=CC=3)(=O)=O)[CH:10]=2)O1.[CH2:29]([NH:36][C:37]1[CH:42]=[CH:41][N:40]=[C:39](Cl)[N:38]=1)[C:30]1[CH:35]=[CH:34][CH:33]=[CH:32][CH:31]=1.C([O-])([O-])=O.[Na+].[Na+].CC([O-])(C)C.[Na+], predict the reaction product. The product is: [CH2:29]([NH:36][C:37]1[CH:42]=[CH:41][N:40]=[C:39]([C:9]2[C:17]3[C:12](=[N:13][CH:14]=[CH:15][CH:16]=3)[NH:11][CH:10]=2)[N:38]=1)[C:30]1[CH:31]=[CH:32][CH:33]=[CH:34][CH:35]=1.